This data is from Full USPTO retrosynthesis dataset with 1.9M reactions from patents (1976-2016). The task is: Predict the reactants needed to synthesize the given product. Given the product [NH2:10][CH:8]([CH3:9])[CH:7]([C:1]1[CH:6]=[CH:5][CH:4]=[CH:3][CH:2]=1)[OH:12], predict the reactants needed to synthesize it. The reactants are: [C:1]1([C:7](=[O:12])[C:8](=[N:10]O)[CH3:9])[CH:6]=[CH:5][CH:4]=[CH:3][CH:2]=1.